Dataset: Experimentally validated miRNA-target interactions with 360,000+ pairs, plus equal number of negative samples. Task: Binary Classification. Given a miRNA mature sequence and a target amino acid sequence, predict their likelihood of interaction. (1) The miRNA is mmu-miR-1843b-5p with sequence AUGGAGGUCUCUGUCUGACUU. The protein sequence of the target gene is MSENLDKSNVNEAGKSKSNDSEEGLEDAVEGADEALQKAIKSDSSSPQRVQRPHSSPPRFVTVEELLETARGVTNMALAHEIVVNGDFQIKPVELPENSLKKRVKEIVHKAFWDCLSVQLSEDPPAYDHAIKLVGEIKETLLSFLLPGHTRLRNQITEVLDLDLIKQEAENGALDISKLAEFIIGMMGTLCAPARDEEVKKLKDIKEIVPLFREIFSVLDLMKVDMANFAISSIRPHLMQQSVEYERKKFQEILERQPNSLDFVTQWLEEASEDLMTQKYKHALPVGGMAAGSGDMPRLS.... Result: 0 (no interaction). (2) The miRNA is hsa-miR-3671 with sequence AUCAAAUAAGGACUAGUCUGCA. The protein sequence of the target gene is MWPQPRFPPHPAMSEKTQQGKLAAAKKKLKAYWQRKSPGIPAGANRKKKINGSSPDTATSGGYHSPGDSATGIYGEGRASSTTLEDLESQYQELAVALDSSSAIISQLTENINSLVRTSKEEKKHEIHLVQKLGRSLFKLKNQTAEPLAPEPPAGPSKVEQLQDETNHLRKELESVGRQLQAEVENNQMLSLLNRRQEERLREQEERLREQEERLREQEDRLHEQEERLREQEERLCEQEERLREHEERLCEQEERLCEQEERLREQEERLHEQEERLREQEERLCEQEERLREQEERLC.... Result: 1 (interaction). (3) The miRNA is hsa-miR-4797-5p with sequence GACAGAGUGCCACUUACUGAA. The protein sequence of the target gene is MERSGPSEVTGSDASGPDPQLAVTMGFTGFGKKARTFDLEAMFEQTRRTAVERSRKTLEAREKEEEMNREKELRRQNEDIEPTSSRSNVVRDCSKSSSRDTSSSESEQSSDSSDDELIGPPLPPKMVGKPVNFMEEDILGPLPPPLNEEEEEAEEEEEEEEEEENPVHKIPDSHEITLKHGTKTVSALGLDPSGARLVTGGYDYDVKFWDFAGMDASFKAFRSLQPCECHQIKSLQYSNTGDMILVVSGSSQAKVIDRDGFEVMECIKGDQYIVDMANTKGHTAMLHTGSWHPKIKGEFM.... Result: 0 (no interaction). (4) The miRNA is hsa-miR-6817-5p with sequence UCUGCCAUAGGAAGCUUGGAGUGG. The protein sequence of the target gene is MAGSRGLPLLLLVLQLFLGPVLPVRAPVFGRSDTPTLSPEENEFVEEENQPVLVLSSEEPEPGPATVDCPRDCACSQEGVVDCGGIDLREFPGDLPEHTNHLSLQNNQLEKIYPEELSRLQRLETLNLQNNRLTSRGLPEEAFEHLTSLNYLYLANNKLTLAPRFLPNALISVDFAANYLTKIYGLTFGQKPNLRSVYLHNNKLADAGLPDHMFNGSSNVEILILSSNFLRHVPKHLPPALYKLHLKNNKLEKIPPGAFSELSNLRELYLQNNYLTDEGLDNETFWKLSSLEYLDLSSNN.... Result: 0 (no interaction). (5) The miRNA is mmu-miR-1249-3p with sequence ACGCCCUUCCCCCCCUUCUUCA. Result: 0 (no interaction). The protein sequence of the target gene is MDLWQLLLTLAVAGSSDAFSGSEATPAFLVRASQSLQILYPVLETNSSGNPKFTKCRSPELETFSCHWTDGANHSLQSPGSVQMFYIRRDIQEWKECPDYVSAGENSCYFNSSYTSVWTPYCIKLTSNGGIVDHKCFSVEDIVQPDPPVGLNWTLLNISLTEIHADILVKWEPPPNTDVKMGWIILEYELHYKELNETQWKMMDPLMVTSVPMYSLRLDKEYEVRVRTRQRNTEKYGKFSEVLLITFPQMNPSACEEDFQFPWFLIIIFGILGLAVTLYLLIFSKQQRIKMLILPPVPVP.... (6) Result: 0 (no interaction). The protein sequence of the target gene is MLFRNRFLLLLALAALLAFVSLSLQFFHLIPVSTPKNGMSSKSRKRIMPDPVTEPPVTDPVYEALLYCNIPSVAERSMEGHAPHHFKLVSVHVFIRHGDRYPLYVIPKTKRPEIDCTLVANRKPYHPKLEAFISHMSKGSGASFESPLNSLPLYPNHPLCEMGELTQTGVVQHLQNGQLLRDIYLKKHKLLPNDWSADQLYLETTGKSRTLQSGLALLYGFLPDFDWKKIYFRHQPSALFCSGSCYCPVRNQYLEKEQRRQYLLRLKNSQLEKTYGEMAKIVDVPTKQLRAANPIDSMLC.... The miRNA is hsa-miR-6832-3p with sequence ACCCUUUUUCUCUUUCCCAG. (7) The miRNA is hsa-miR-7850-5p with sequence GUUUGGACAUAGUGUGGCUGG. The protein sequence of the target gene is MCGICCSVNFSAEHFSQDLKEDLLYNLKQRGPNSSKQLLKSDVNYQCLFSAHVLHLRGVLTTQPVEDERGNVFLWNGEIFSGIKVEAEENDTQILFNYLSSCKNESEILSLFSEVQGPWSFIYYQASSHYLWFGRDFFGRRSLLWHFSNLGKSFCLSSVGTQTSGLANQWQEVPASGLFRIDLKSTVISGCIILQLYPWKYISRENIIEENVNSLSQISADLPAFVSVVANEAKLYLEKPVVPLNMMLPQAALETHCSNISNVPPTREILQVFLTDVHMKEVIQQFIDVLSVAVKKRVLC.... Result: 0 (no interaction). (8) Result: 0 (no interaction). The protein sequence of the target gene is MESRKLISATDIQYSGSLLNSLNEQRGHGLFCDVTVIVEDRKFRAHKNILSASSTYFHQLFSVAGQVVELSFIRAEIFAEILNYIYSSKIVRVRSDLLDELIKSGQLLGVKFIAELGVPLSQVKSISGTAQDGNTEPLPPDSGDKNLVIQKSKDEAQDNGATIMPIITESFSLSAEDYEMKKIIVTDSDDDDDDVIFCSEILPTKETLPSNNTVAQVQSNPGPVAISDVAPSASNNSPPLTNITPTQKLPTPVNQATLSQTQGSEKLLVSSAPTHLTPNIILLNQTPLSTPPNVSSSLPN.... The miRNA is hsa-miR-4734 with sequence GCUGCGGGCUGCGGUCAGGGCG. (9) The miRNA is cel-miR-235-3p with sequence UAUUGCACUCUCCCCGGCCUGA. The protein sequence of the target gene is MDDQGCPRCKTTKYRNPSLKLMVNVCGHTLCESCVDLLFVRGAGNCPECGTPLRKSNFRVQLFEDPTVDKEVEIRKKVLKIYNKREEDFPSLREYNDFLEEVEEIVFNLTNNVDLENTKKKMEIYQKENKDVIQKNKLKLTREQEELEEALEVERQEHEQRRLFIQKEEELQQALKRKNKQAFLDELESSDLPVALLLAQHKDRSTQLEMQLEKPRSMKPVTFSTGIKMGQQISLAPIQKLEEALYEYQPLQIETCGPQVPEQELLGRLGYLNHVRAASPQDLAGGYTSSLACHRALQDA.... Result: 0 (no interaction). (10) The miRNA is hsa-miR-7111-3p with sequence AUCCUCUCUUCCCUCCUCCCAG. The protein sequence of the target gene is MSSQELVTLNVGGKIFTTRFSTIKQFPASRLARMLDGRDQEFKMVGGQIFVDRDGDLFSFILDFLRTHQLLLPTEFSDYLRLQREALFYELRSLVDLLNPYLLQPRPALVEVHFLSRNTQAFFRVFGSCSKTIEMLTGRITVFTEQPSAPTWNGNFFPPQMTLLPLPPQRPSYHDLVFQCGSDSTTDNQTGVRYVSIKPDNRKLANGTNVLGLLIDTLLKEGFHLVSTRTVSSEDKTECYSFERIKSPEVLITNETPKPETIIIPEQSQIKK. Result: 1 (interaction).